This data is from Peptide-MHC class II binding affinity with 134,281 pairs from IEDB. The task is: Regression. Given a peptide amino acid sequence and an MHC pseudo amino acid sequence, predict their binding affinity value. This is MHC class II binding data. (1) The peptide sequence is IAFFRKEPLKECGGI. The MHC is DRB1_0404 with pseudo-sequence DRB1_0404. The binding affinity (normalized) is 0.254. (2) The peptide sequence is GRLEYCLKDRMNFDI. The MHC is DRB1_0701 with pseudo-sequence DRB1_0701. The binding affinity (normalized) is 0.131.